From a dataset of Full USPTO retrosynthesis dataset with 1.9M reactions from patents (1976-2016). Predict the reactants needed to synthesize the given product. (1) Given the product [C:48]([N:5]1[CH2:6][CH:7]=[C:8]([C:11]2[CH:16]=[N:15][C:14]([NH:17][C:18]([N:20]3[CH2:21][C:22]4[C:27](=[CH:26][CH:25]=[CH:24][CH:23]=4)[CH2:28]3)=[O:19])=[CH:13][CH:12]=2)[CH2:9][CH2:10]1)(=[O:53])[CH2:45][CH2:44][CH3:43], predict the reactants needed to synthesize it. The reactants are: C(Cl)(=O)C.[NH:5]1[CH2:10][CH:9]=[C:8]([C:11]2[CH:12]=[CH:13][C:14]([NH:17][C:18]([N:20]3[CH2:28][C:27]4[C:22](=[CH:23][CH:24]=[CH:25][CH:26]=4)[CH2:21]3)=[O:19])=[N:15][CH:16]=2)[CH2:7][CH2:6]1.NC1C=C2C(=CC=1)CN(C(NC1C=C[C:45]([C:48](=[O:53])NCCC)=[CH:44][CH:43]=1)=O)C2. (2) Given the product [Cl:16][C:17]1[C:26]2[CH2:25][N:24]([C:9]([O:11][C:12]([CH3:13])([CH3:14])[CH3:15])=[O:10])[CH2:23][CH2:22][C:21]=2[N:20]=[C:19]2[CH:27]=[CH:28][C:29]([C:31]#[N:32])=[CH:30][C:18]=12, predict the reactants needed to synthesize it. The reactants are: [C:9](O[C:9]([O:11][C:12]([CH3:15])([CH3:14])[CH3:13])=[O:10])([O:11][C:12]([CH3:15])([CH3:14])[CH3:13])=[O:10].[Cl:16][C:17]1[C:26]2[CH2:25][NH:24][CH2:23][CH2:22][C:21]=2[N:20]=[C:19]2[CH:27]=[CH:28][C:29]([C:31]#[N:32])=[CH:30][C:18]=12. (3) Given the product [CH:1]([NH:4][CH2:12][C:13]1[CH:18]=[CH:17][CH:16]=[CH:15][CH:14]=1)([CH3:3])[CH3:2], predict the reactants needed to synthesize it. The reactants are: [CH:1]([N:4]([CH2:12][C:13]1[CH:18]=[CH:17][CH:16]=[CH:15][CH:14]=1)C1C=CC=C(Br)N=1)([CH3:3])[CH3:2]. (4) Given the product [CH3:21][C:3]1([CH3:22])[CH:2]([C:23]2[CH:24]=[CH:25][CH:26]=[CH:27][CH:28]=2)[C:6]2[CH:7]=[C:8]([NH:13][C:14](=[O:20])[CH2:15][C:16]([CH3:19])([CH3:18])[CH3:17])[C:9]([CH3:12])=[C:10]([CH3:11])[C:5]=2[O:4]1, predict the reactants needed to synthesize it. The reactants are: O[C:2]1([C:23]2[CH:28]=[CH:27][CH:26]=[CH:25][CH:24]=2)[C:6]2[CH:7]=[C:8]([NH:13][C:14](=[O:20])[CH2:15][C:16]([CH3:19])([CH3:18])[CH3:17])[C:9]([CH3:12])=[C:10]([CH3:11])[C:5]=2[O:4][C:3]1([CH3:22])[CH3:21]. (5) Given the product [F:68][C:63]1[CH:64]=[CH:59][C:60]([N:65]2[C:11](=[O:12])[C@H:10]([S:13][CH2:14][CH:15]([C:17]3[CH:22]=[CH:21][C:20]([F:23])=[CH:19][CH:18]=3)[OH:16])[C@H:9]2[C:24]2[CH:42]=[CH:41][C:27]([O:28][CH2:29][C:30]([NH:32][CH2:33][C:34]([NH:36][CH2:37][C:38]([N:74]([CH2:72][CH3:73])[CH2:75][C:76]([OH:78])=[O:77])=[O:40])=[O:35])=[O:31])=[CH:26][CH:25]=2)=[CH:61][CH:62]=1, predict the reactants needed to synthesize it. The reactants are: FC1C=CC(N2[C:11](=[O:12])[C@H:10]([S:13][CH2:14][C:15]([C:17]3[CH:22]=[CH:21][C:20]([F:23])=[CH:19][CH:18]=3)=[O:16])[C@H:9]2[C:24]2[CH:42]=[CH:41][C:27]([O:28][CH2:29][C:30]([NH:32][CH2:33][C:34]([NH:36][CH2:37][C:38]([OH:40])=O)=[O:35])=[O:31])=[CH:26][CH:25]=2)=CC=1.CN1CCOCC1.CN(C(ON1N=[N:65][C:60]2[CH:61]=[CH:62][CH:63]=[CH:64][C:59]1=2)=[N+](C)C)C.[B-](F)(F)(F)[F:68].[CH2:72]([NH:74][CH2:75][C:76]([OH:78])=[O:77])[CH3:73].[BH4-].[Na+]. (6) The reactants are: [CH3:1][CH:2]1[CH2:7][CH:6]([CH3:8])[CH2:5][N:4]([CH2:9][C:10]2[N:15]=[C:14]([NH:16][C:17]([NH:19][C:20]3[N:21]=[C:22]([C:25]4[CH:30]=[CH:29][N:28]=[CH:27][CH:26]=4)[S:23][CH:24]=3)=[O:18])[CH:13]=[CH:12][CH:11]=2)[CH2:3]1.[ClH:31]. Given the product [ClH:31].[CH3:1][CH:2]1[CH2:7][CH:6]([CH3:8])[CH2:5][N:4]([CH2:9][C:10]2[N:15]=[C:14]([NH:16][C:17]([NH:19][C:20]3[N:21]=[C:22]([C:25]4[CH:26]=[CH:27][N:28]=[CH:29][CH:30]=4)[S:23][CH:24]=3)=[O:18])[CH:13]=[CH:12][CH:11]=2)[CH2:3]1, predict the reactants needed to synthesize it. (7) Given the product [CH3:1][O:2][C:3]1[CH:4]=[CH:5][C:6]2=[C:27]3[C:28](=[C:33]([NH2:34])[N:9]=[C:7]2[CH:8]=1)[N:29]=[CH:30][CH:31]=[CH:32]3, predict the reactants needed to synthesize it. The reactants are: [CH3:1][O:2][C:3]1[CH:4]=[CH:5][C:6](B2OC(C)(C)C(C)(C)O2)=[C:7]([NH:9]C(=O)OC(C)(C)C)[CH:8]=1.Br[C:27]1[C:28]([C:33]#[N:34])=[N:29][CH:30]=[CH:31][CH:32]=1.C(=O)([O-])[O-].[K+].[K+]. (8) The reactants are: [CH2:1]([S:8][C:9]1[CH:14]=[C:13]([F:15])[CH:12]=[C:11](Br)[C:10]=1[Cl:17])[C:2]1[CH:7]=[CH:6][CH:5]=[CH:4][CH:3]=1.[NH:18]1[CH2:23][CH2:22][CH2:21][CH2:20][C:19]1=[O:24]. Given the product [CH2:1]([S:8][C:9]1[C:10]([Cl:17])=[C:11]([N:18]2[CH2:23][CH2:22][CH2:21][CH2:20][C:19]2=[O:24])[CH:12]=[C:13]([F:15])[CH:14]=1)[C:2]1[CH:7]=[CH:6][CH:5]=[CH:4][CH:3]=1, predict the reactants needed to synthesize it. (9) Given the product [F:22][C:23]1[CH:31]=[C:30]([F:32])[CH:29]=[C:28]([F:33])[C:24]=1[C:25](=[O:26])[CH2:10][C:9]([C:6]1[CH:7]=[CH:8][C:3]([O:2][CH3:1])=[CH:4][CH:5]=1)=[O:11], predict the reactants needed to synthesize it. The reactants are: [CH3:1][O:2][C:3]1[CH:8]=[CH:7][C:6]([C:9](=[O:11])[CH3:10])=[CH:5][CH:4]=1.[Li+].C[Si]([N-][Si](C)(C)C)(C)C.[F:22][C:23]1[CH:31]=[C:30]([F:32])[CH:29]=[C:28]([F:33])[C:24]=1[C:25](Cl)=[O:26].